The task is: Predict the reactants needed to synthesize the given product.. This data is from Full USPTO retrosynthesis dataset with 1.9M reactions from patents (1976-2016). (1) Given the product [F:29][C:20]1[CH:19]=[CH:18][C:16]2[CH2:17][CH:13]([CH2:12][NH:31][CH3:30])[O:14][C:15]=2[C:21]=1[C:22]1[CH:27]=[CH:26][CH:25]=[CH:24][C:23]=1[CH3:28], predict the reactants needed to synthesize it. The reactants are: CC1C=CC(S(O[CH2:12][CH:13]2[CH2:17][C:16]3[CH:18]=[CH:19][C:20]([F:29])=[C:21]([C:22]4[CH:27]=[CH:26][CH:25]=[CH:24][C:23]=4[CH3:28])[C:15]=3[O:14]2)(=O)=O)=CC=1.[CH3:30][NH2:31]. (2) Given the product [CH2:2]([N:9]([C@H:10]1[CH2:15][CH2:14][C@H:13]([C:16]2[CH:17]=[CH:18][C:19]([OH:22])=[CH:20][CH:21]=2)[CH2:12][CH2:11]1)[C:23](=[O:24])[O:25][C:26]([CH3:29])([CH3:28])[CH3:27])[C:3]1[CH:4]=[CH:5][CH:6]=[CH:7][CH:8]=1, predict the reactants needed to synthesize it. The reactants are: Cl.[CH2:2]([NH:9][C@H:10]1[CH2:15][CH2:14][C@H:13]([C:16]2[CH:21]=[CH:20][C:19]([OH:22])=[CH:18][CH:17]=2)[CH2:12][CH2:11]1)[C:3]1[CH:8]=[CH:7][CH:6]=[CH:5][CH:4]=1.[C:23](O[C:23]([O:25][C:26]([CH3:29])([CH3:28])[CH3:27])=[O:24])([O:25][C:26]([CH3:29])([CH3:28])[CH3:27])=[O:24]. (3) Given the product [CH2:19]([O:21][C:22]([C:24]1([CH2:7][CH:5]=[CH2:6])[CH2:29][CH2:28][CH:27]([O:30][Si:31]([C:44]([CH3:45])([CH3:47])[CH3:46])([C:32]2[CH:33]=[CH:34][CH:35]=[CH:36][CH:37]=2)[C:38]2[CH:43]=[CH:42][CH:41]=[CH:40][CH:39]=2)[CH2:26][CH2:25]1)=[O:23])[CH3:20], predict the reactants needed to synthesize it. The reactants are: C(N[CH:5]([CH3:7])[CH3:6])(C)C.C([Li])CCC.CCCCCC.[CH2:19]([O:21][C:22]([CH:24]1[CH2:29][CH2:28][CH:27]([O:30][Si:31]([C:44]([CH3:47])([CH3:46])[CH3:45])([C:38]2[CH:43]=[CH:42][CH:41]=[CH:40][CH:39]=2)[C:32]2[CH:37]=[CH:36][CH:35]=[CH:34][CH:33]=2)[CH2:26][CH2:25]1)=[O:23])[CH3:20].C(I)C=C. (4) The reactants are: Cl[C:2]1[N:7]=[CH:6][C:5]([CH2:8][N+:9]2[C:14]([O-:15])=[C:13]([C:16]3[CH:21]=[CH:20][C:19]([C:22]#[N:23])=[CH:18][CH:17]=3)[C:12](=[O:24])[N:11]3[CH:25]=[CH:26][CH:27]=[CH:28][C:10]=23)=[CH:4][CH:3]=1.[ClH:29].[OH:30][NH3+:31].CC(C)([O-])C.[K+]. Given the product [Cl:29][C:2]1[N:7]=[CH:6][C:5]([CH2:8][N+:9]2[C:14]([O-:15])=[C:13]([C:16]3[CH:21]=[CH:20][C:19]([C:22](=[NH:23])[NH:31][OH:30])=[CH:18][CH:17]=3)[C:12](=[O:24])[N:11]3[CH:25]=[CH:26][CH:27]=[CH:28][C:10]=23)=[CH:4][CH:3]=1, predict the reactants needed to synthesize it.